From a dataset of Reaction yield outcomes from USPTO patents with 853,638 reactions. Predict the reaction yield, written as a fraction of the theoretical maximum amount of product (1.0 means a 100% yield; for example, 0.34 means a 34% yield). (1) The reactants are C(Cl)CCl.[NH2:5][C:6]1[N:11]=[CH:10][C:9](/[CH:12]=[CH:13]/[C:14]([OH:16])=O)=[CH:8][CH:7]=1.[CH3:17][NH:18][CH2:19][C:20]1[S:24][C:23]2[CH:25]=[CH:26][S:27][C:22]=2[CH:21]=1.C1C=CC2N(O)N=NC=2C=1.CCN(CC)CC. The catalyst is CN(C=O)C.O. The product is [NH2:5][C:6]1[N:11]=[CH:10][C:9](/[CH:12]=[CH:13]/[C:14]([N:18]([CH3:17])[CH2:19][C:20]2[S:24][C:23]3[CH:25]=[CH:26][S:27][C:22]=3[CH:21]=2)=[O:16])=[CH:8][CH:7]=1. The yield is 0.420. (2) The reactants are FC(F)(F)S(O[C:7]1[C:16]2[C:11](=[C:12](OS(C(F)(F)F)(=O)=O)[C:13]([Br:17])=[CH:14][CH:15]=2)[CH:10]=[CH:9][C:8]=1[Br:26])(=O)=O.[CH:29]#[C:30][CH2:31][CH2:32][CH2:33][CH3:34].O.Cl. The catalyst is CN(C=O)C.C(NC(C)C)(C)C.Cl[Pd](Cl)([P](C1C=CC=CC=1)(C1C=CC=CC=1)C1C=CC=CC=1)[P](C1C=CC=CC=1)(C1C=CC=CC=1)C1C=CC=CC=1.[Cu]I. The product is [Br:26][C:8]1[CH:9]=[CH:10][C:11]2[C:16](=[CH:15][CH:14]=[C:13]([Br:17])[C:12]=2[C:29]#[C:30][CH2:31][CH2:32][CH2:33][CH3:34])[C:7]=1[C:16]#[C:7][CH2:8][CH2:9][CH2:10][CH3:11]. The yield is 0.710. (3) The catalyst is O1CCCC1. The yield is 0.190. The reactants are [CH2:1]([O:3][CH2:4][C:5]1[N:6]([CH2:18][C:19]2([OH:32])[CH2:24][CH2:23][N:22]([C:25]([O:27][C:28]([CH3:31])([CH3:30])[CH3:29])=[O:26])[CH2:21][CH2:20]2)[C:7]2[C:16]3[CH:15]=[CH:14][CH:13]=[CH:12][C:11]=3[N:10]=[CH:9][C:8]=2[N:17]=1)[CH3:2].[H-].[Na+].[CH:35]([S:37]([CH3:40])(=[O:39])=[O:38])=[CH2:36]. The product is [CH2:1]([O:3][CH2:4][C:5]1[N:6]([CH2:18][C:19]2([O:32][CH2:36][CH2:35][S:37]([CH3:40])(=[O:39])=[O:38])[CH2:24][CH2:23][N:22]([C:25]([O:27][C:28]([CH3:31])([CH3:30])[CH3:29])=[O:26])[CH2:21][CH2:20]2)[C:7]2[C:16]3[CH:15]=[CH:14][CH:13]=[CH:12][C:11]=3[N:10]=[CH:9][C:8]=2[N:17]=1)[CH3:2]. (4) The reactants are [C:1]([C:5]1[CH:9]=[C:8]([NH:10][C:11](=[O:42])[NH:12][C:13]2[C:22]3[C:17](=[CH:18][CH:19]=[CH:20][CH:21]=3)[C:16]([O:23][C:24]3[CH:29]=[CH:28][N:27]=[C:26]([NH:30][C:31](=[O:41])[CH2:32][NH:33]C(=O)OC(C)(C)C)[CH:25]=3)=[CH:15][CH:14]=2)[N:7]([C:43]2[CH:48]=[CH:47][C:46]([CH3:49])=[CH:45][CH:44]=2)[N:6]=1)([CH3:4])([CH3:3])[CH3:2].C(O)(C(F)(F)F)=O. The catalyst is C(Cl)Cl. The product is [NH2:33][CH2:32][C:31]([NH:30][C:26]1[CH:25]=[C:24]([O:23][C:16]2[C:17]3[C:22](=[CH:21][CH:20]=[CH:19][CH:18]=3)[C:13]([NH:12][C:11]([NH:10][C:8]3[N:7]([C:43]4[CH:48]=[CH:47][C:46]([CH3:49])=[CH:45][CH:44]=4)[N:6]=[C:5]([C:1]([CH3:4])([CH3:3])[CH3:2])[CH:9]=3)=[O:42])=[CH:14][CH:15]=2)[CH:29]=[CH:28][N:27]=1)=[O:41]. The yield is 0.870. (5) The reactants are [CH2:1]([C:4]1[C:8]([CH2:9][CH2:10][CH2:11][OH:12])=[CH:7][N:6]([C:13]2[CH:18]=[CH:17][C:16]([C:19]([F:22])([F:21])[F:20])=[CH:15][N:14]=2)[N:5]=1)[CH2:2][CH3:3].O[C:24]1[CH:28]=[C:27]([CH2:29][CH2:30][C:31]([O:33]CC)=[O:32])[N:26]([C:36]2[CH:41]=[CH:40][CH:39]=[CH:38][CH:37]=2)[N:25]=1.C(P(CCCC)CCCC)CCC.N(C(N1CCCCC1)=O)=NC(N1CCCCC1)=O. The catalyst is O1CCCC1. The product is [C:36]1([N:26]2[C:27]([CH2:29][CH2:30][C:31]([OH:33])=[O:32])=[CH:28][C:24]([O:12][CH2:11][CH2:10][CH2:9][C:8]3[C:4]([CH2:1][CH2:2][CH3:3])=[N:5][N:6]([C:13]4[CH:18]=[CH:17][C:16]([C:19]([F:21])([F:20])[F:22])=[CH:15][N:14]=4)[CH:7]=3)=[N:25]2)[CH:41]=[CH:40][CH:39]=[CH:38][CH:37]=1. The yield is 0.690. (6) The reactants are [CH3:1][O:2][C:3](=[O:13])[CH2:4][C:5]1[CH:10]=[CH:9][C:8]([OH:11])=[C:7]([F:12])[CH:6]=1.[CH2:14](Br)[C:15]1[CH:20]=[CH:19][CH:18]=[CH:17][CH:16]=1.C([O-])([O-])=O.[K+].[K+].O. The catalyst is CN(C=O)C. The product is [CH3:1][O:2][C:3](=[O:13])[CH2:4][C:5]1[CH:10]=[CH:9][C:8]([O:11][CH2:14][C:15]2[CH:20]=[CH:19][CH:18]=[CH:17][CH:16]=2)=[C:7]([F:12])[CH:6]=1. The yield is 0.879.